Predict the product of the given reaction. From a dataset of Forward reaction prediction with 1.9M reactions from USPTO patents (1976-2016). The product is: [C:1]([O:5][C:6](=[O:7])[NH:8][CH2:9][CH2:10][CH2:11][CH2:12][CH2:13][CH2:14][CH2:15][CH2:16][CH2:17][CH2:18][CH2:19][OH:20])([CH3:4])([CH3:2])[CH3:3]. Given the reactants [C:1]([O:5][C:6]([NH:8][CH2:9][CH2:10][CH2:11][CH2:12][CH2:13][CH2:14][CH2:15][CH2:16][CH2:17][CH2:18][C:19](O)=[O:20])=[O:7])([CH3:4])([CH3:3])[CH3:2], predict the reaction product.